From a dataset of Full USPTO retrosynthesis dataset with 1.9M reactions from patents (1976-2016). Predict the reactants needed to synthesize the given product. (1) Given the product [OH:10][C:8]1[C:7]([CH:23]2[C:22](=[O:30])[CH:21]=[C:20]3[S:19][CH2:18][CH2:17][CH2:16][N:27]4[C:28]3=[C:24]2[CH:25]=[CH:26]4)=[CH:6][C:5]2[O:1][CH2:2][O:3][C:4]=2[CH:9]=1, predict the reactants needed to synthesize it. The reactants are: [O:1]1[C:5]2[CH:6]=[CH:7][C:8]([OH:10])=[CH:9][C:4]=2[O:3][CH2:2]1.C([Mg]Cl)(C)C.[CH2:16]1[N:27]2[C:28]3[C:20](=[CH:21][C:22](=[O:30])[C:23](=O)[C:24]=3[CH:25]=[CH:26]2)[S:19][CH2:18][CH2:17]1.FC(F)(F)C(O)=O.C([SiH](CC)CC)C. (2) Given the product [ClH:23].[Cl:23][C:22]1[C:14]([N:11]2[CH2:10][CH2:9][NH:8][CH2:13][CH2:12]2)=[C:15]2[C:19](=[CH:20][CH:21]=1)[N:18]([S:24]([C:27]1[CH:32]=[CH:31][CH:30]=[C:29]([Cl:33])[CH:28]=1)(=[O:25])=[O:26])[CH:17]=[CH:16]2, predict the reactants needed to synthesize it. The reactants are: C(OC([N:8]1[CH2:13][CH2:12][N:11]([C:14]2[C:22]([Cl:23])=[CH:21][CH:20]=[C:19]3[C:15]=2[CH:16]=[CH:17][N:18]3[S:24]([C:27]2[CH:32]=[CH:31][CH:30]=[C:29]([Cl:33])[CH:28]=2)(=[O:26])=[O:25])[CH2:10][CH2:9]1)=O)(C)(C)C.Cl. (3) Given the product [CH3:26][N:24]1[CH2:20][CH2:21][C:22]2[C:3]3[C:4](=[CH:5][CH:6]=[CH:7][C:2]=3[CH3:10])[N:8]([CH2:17][C:16]([N:40]3[CH2:41][CH2:36][CH2:37][CH2:38][CH2:39]3)=[O:15])[C:23]=2[CH2:18]1, predict the reactants needed to synthesize it. The reactants are: Cl.[C:2]1([CH3:10])[CH:7]=[CH:6][CH:5]=[C:4]([NH:8]N)[CH:3]=1.BrCC([O:15][CH2:16][CH3:17])=O.[C:18]1(C)[CH:23]=[CH:22][CH:21]=[C:20]([N:24]([CH2:26]C(OCC)=O)N)C=1.C(O[CH:36](OCC)[CH2:37][CH2:38][CH2:39][NH:40][CH3:41])C.CC1C=CC=C2C=1C(CCNC)=CN2CC(OCC)=O.C=O.C(O)(C(F)(F)F)=O.CN1CCC2C3C(=CC=CC=3C)N(CC(O)=O)C=2C1.N1CCCCC1.CCN=C=NCCCN(C)C. (4) Given the product [Cl:23][C:24]1[CH:32]=[CH:31][CH:30]=[C:29]([Cl:33])[C:25]=1[C:26]([NH:2][C@H:3]([C:12]([O:14][CH3:15])=[O:13])[CH2:4][C:5]1[CH:6]=[CH:7][C:8]([OH:11])=[CH:9][CH:10]=1)=[O:27], predict the reactants needed to synthesize it. The reactants are: Cl.[NH2:2][C@H:3]([C:12]([O:14][CH3:15])=[O:13])[CH2:4][C:5]1[CH:10]=[CH:9][C:8]([OH:11])=[CH:7][CH:6]=1.C(N(CC)CC)C.[Cl:23][C:24]1[CH:32]=[CH:31][CH:30]=[C:29]([Cl:33])[C:25]=1[C:26](Cl)=[O:27].